From a dataset of Retrosynthesis with 50K atom-mapped reactions and 10 reaction types from USPTO. Predict the reactants needed to synthesize the given product. (1) Given the product CCc1nc2c(c(=O)n(C)c(=O)n2C)n1CCCOc1ccccc1, predict the reactants needed to synthesize it. The reactants are: BrCCCOc1ccccc1.CCc1nc2c([nH]1)c(=O)n(C)c(=O)n2C. (2) Given the product O=[N+]([O-])c1ccc(N2CCSCC2)cc1, predict the reactants needed to synthesize it. The reactants are: C1CSCCN1.O=[N+]([O-])c1ccc(Cl)cc1.